Dataset: Peptide-MHC class I binding affinity with 185,985 pairs from IEDB/IMGT. Task: Regression. Given a peptide amino acid sequence and an MHC pseudo amino acid sequence, predict their binding affinity value. This is MHC class I binding data. The peptide sequence is AVRNAKAAV. The MHC is HLA-A02:06 with pseudo-sequence HLA-A02:06. The binding affinity (normalized) is 0.385.